Dataset: Catalyst prediction with 721,799 reactions and 888 catalyst types from USPTO. Task: Predict which catalyst facilitates the given reaction. (1) Reactant: N1C2C(=CC=CC=2)C=C1C(N)=O.[C:13]1(=[O:20])[CH2:18][CH2:17][CH2:16][C:15](=O)[CH2:14]1.[C:21]1([NH:27][NH2:28])[CH:26]=[CH:25][CH:24]=[CH:23][CH:22]=1.NN. Product: [C:21]1([NH:27][N:28]=[C:18]2[C:13](=[O:20])[CH2:14][CH2:15][CH2:16][CH2:17]2)[CH:26]=[CH:25][CH:24]=[CH:23][CH:22]=1. The catalyst class is: 97. (2) Reactant: C(OC([N:8]1[CH2:14][CH2:13][C:12]2[C:15]([CH2:20][S:21][C:22]3[NH:23][C:24]([CH3:27])=[N:25][CH:26]=3)=[C:16]([Cl:19])[CH:17]=[CH:18][C:11]=2[CH2:10][CH2:9]1)=O)(C)(C)C. Product: [Cl:19][C:16]1[CH:17]=[CH:18][C:11]2[CH2:10][CH2:9][NH:8][CH2:14][CH2:13][C:12]=2[C:15]=1[CH2:20][S:21][C:22]1[NH:23][C:24]([CH3:27])=[N:25][CH:26]=1. The catalyst class is: 5. (3) Reactant: C(O[C:6]([N:8]1[CH2:12][CH2:11][C@H:10]([NH:13][C:14]2[C:15]3[CH2:23][N:22]([C:24]4[CH:25]=[N:26][C:27]([O:34][CH3:35])=[C:28]([C:30]([F:33])([F:32])[F:31])[CH:29]=4)[CH2:21][CH2:20][C:16]=3[N:17]=[CH:18][N:19]=2)[CH2:9]1)=[O:7])(C)(C)C.[C:36](O)([C:38](F)(F)F)=O.C([O-])(O)=O.[Na+].C(Cl)(=O)CC. Product: [CH3:35][O:34][C:27]1[N:26]=[CH:25][C:24]([N:22]2[CH2:21][CH2:20][C:16]3[N:17]=[CH:18][N:19]=[C:14]([NH:13][C@H:10]4[CH2:11][CH2:12][N:8]([C:6](=[O:7])[CH2:36][CH3:38])[CH2:9]4)[C:15]=3[CH2:23]2)=[CH:29][C:28]=1[C:30]([F:33])([F:31])[F:32]. The catalyst class is: 91. (4) Reactant: [C:1]1([C:7]2[NH:8][CH:9]=[C:10]([C:12]3[CH:17]=[CH:16][N:15]=[CH:14][CH:13]=3)[N:11]=2)[CH:6]=[CH:5][CH:4]=[CH:3][CH:2]=1.N1C=CC=CC=1.[Br:24]Br. Product: [Br:24][C:9]1[NH:8][C:7]([C:1]2[CH:2]=[CH:3][CH:4]=[CH:5][CH:6]=2)=[N:11][C:10]=1[C:12]1[CH:13]=[CH:14][N:15]=[CH:16][CH:17]=1. The catalyst class is: 2. (5) Reactant: [NH2:1][C:2]1[N:7]=[C:6]([O:8][CH3:9])[C:5]([C:10]2[CH:11]=[C:12]([NH2:21])[C:13]([NH:16][C:17]([CH3:20])([CH3:19])[CH3:18])=[CH:14][CH:15]=2)=[CH:4][N:3]=1.[N:22]1([C:27]2[CH:34]=[CH:33][CH:32]=[CH:31][C:28]=2[CH:29]=O)[CH:26]=[N:25][CH:24]=[N:23]1.OOS([O-])=O.[K+].S([O-])([O-])(=O)=S.[Na+].[Na+]. Product: [C:17]([N:16]1[C:13]2[CH:14]=[CH:15][C:10]([C:5]3[C:6]([O:8][CH3:9])=[N:7][C:2]([NH2:1])=[N:3][CH:4]=3)=[CH:11][C:12]=2[N:21]=[C:29]1[C:28]1[CH:31]=[CH:32][CH:33]=[CH:34][C:27]=1[N:22]1[CH:26]=[N:25][CH:24]=[N:23]1)([CH3:18])([CH3:20])[CH3:19]. The catalyst class is: 303. (6) Reactant: [C:1]([O:4][C@@H:5]1[O:27][C@H:26]([CH2:28][O:29]C(=O)C2C=CC=CC=2)[C@@H:16]([O:17]C(=O)C2C=CC=CC=2)[C@H:6]1[O:7]C(=O)C1C=CC=CC=1)(=O)[CH3:2].OC1C=[CH:45][C:42]([CH:43]=[O:44])=[CH:41][CH:40]=1.B(F)(F)F. Product: [O:4]([C:1]1[CH:2]=[CH:45][C:42]([CH:43]=[O:44])=[CH:41][CH:40]=1)[C@@H:5]1[O:27][C@H:26]([CH2:28][OH:29])[C@@H:16]([OH:17])[C@H:6]1[OH:7]. The catalyst class is: 4.